This data is from Full USPTO retrosynthesis dataset with 1.9M reactions from patents (1976-2016). The task is: Predict the reactants needed to synthesize the given product. (1) Given the product [Cl:1][CH2:2][CH2:3][CH2:4][O:5][C:6]1[C:7]([O:16][CH3:17])=[CH:8][C:9]([C:10]([O:12][CH3:13])=[O:11])=[C:14]([N+:18]([O-:20])=[O:19])[CH:15]=1, predict the reactants needed to synthesize it. The reactants are: [Cl:1][CH2:2][CH2:3][CH2:4][O:5][C:6]1[CH:15]=[CH:14][C:9]([C:10]([O:12][CH3:13])=[O:11])=[CH:8][C:7]=1[O:16][CH3:17].[N:18]([O-:20])=[O:19].[Na+].C(O)(=O)C.[N+]([O-])(O)=O. (2) Given the product [CH2:1]([O:3][C:4](=[O:26])[CH2:5][C:6]1[CH:7]=[C:8]([C:14]2[CH:19]=[CH:18][C:17]([C:20]([F:21])([F:23])[F:22])=[CH:16][C:15]=2[CH2:24][NH:31][CH2:30][C:29]([F:33])([F:32])[F:28])[C:9]([O:12][CH3:13])=[CH:10][CH:11]=1)[CH3:2], predict the reactants needed to synthesize it. The reactants are: [CH2:1]([O:3][C:4](=[O:26])[CH2:5][C:6]1[CH:7]=[C:8]([C:14]2[CH:19]=[CH:18][C:17]([C:20]([F:23])([F:22])[F:21])=[CH:16][C:15]=2[CH:24]=O)[C:9]([O:12][CH3:13])=[CH:10][CH:11]=1)[CH3:2].Cl.[F:28][C:29]([F:33])([F:32])[CH2:30][NH2:31]. (3) Given the product [CH3:28][O:27][C:25]([C:21]1[CH:20]=[C:19]([CH:24]=[CH:23][CH:22]=1)[CH2:18][S:17][C:9]1[N:8]([CH2:7][C:6]([OH:29])=[O:5])[C:12]2[CH:13]=[CH:14][CH:15]=[CH:16][C:11]=2[N:10]=1)=[O:26], predict the reactants needed to synthesize it. The reactants are: C([O:5][C:6](=[O:29])[CH2:7][N:8]1[C:12]2[CH:13]=[CH:14][CH:15]=[CH:16][C:11]=2[N:10]=[C:9]1[S:17][CH2:18][C:19]1[CH:24]=[CH:23][CH:22]=[C:21]([C:25]([O:27][CH3:28])=[O:26])[CH:20]=1)(C)(C)C. (4) Given the product [NH:8]1[CH:12]=[C:11]([C:13]2[C:14]([O:19][C:20]3[CH:21]=[C:22]([CH:35]=[CH:36][C:37]=3[CH3:38])[C:23]([NH:25][C:26]3[CH:31]=[CH:30][CH:29]=[C:28]([CH:32]([CH3:34])[CH3:33])[CH:27]=3)=[O:24])=[N:15][CH:16]=[CH:17][CH:18]=2)[CH:10]=[N:9]1, predict the reactants needed to synthesize it. The reactants are: C([N:8]1[CH:12]=[C:11]([C:13]2[C:14]([O:19][C:20]3[CH:21]=[C:22]([CH:35]=[CH:36][C:37]=3[CH3:38])[C:23]([NH:25][C:26]3[CH:31]=[CH:30][CH:29]=[C:28]([CH:32]([CH3:34])[CH3:33])[CH:27]=3)=[O:24])=[N:15][CH:16]=[CH:17][CH:18]=2)[CH:10]=[N:9]1)C1C=CC=CC=1. (5) Given the product [CH3:38][C:37]1[CH:36]=[CH:35][N:34]=[CH:33][C:32]=1[C:30]1[N:31]=[C:25]([CH:11]2[CH2:12][CH:13]([C:15]3[CH:20]=[CH:19][C:18]([C:21]([F:23])([F:22])[F:24])=[CH:17][CH:16]=3)[CH2:14][N:9]([C:7]([N:1]3[CH2:6][CH2:5][O:4][CH2:3][CH2:2]3)=[O:8])[CH2:10]2)[O:26][N:29]=1, predict the reactants needed to synthesize it. The reactants are: [N:1]1([C:7]([N:9]2[CH2:14][CH:13]([C:15]3[CH:20]=[CH:19][C:18]([C:21]([F:24])([F:23])[F:22])=[CH:17][CH:16]=3)[CH2:12][CH:11]([C:25](O)=[O:26])[CH2:10]2)=[O:8])[CH2:6][CH2:5][O:4][CH2:3][CH2:2]1.O[N:29]=[C:30]([C:32]1[CH:33]=[N:34][CH:35]=[CH:36][C:37]=1[CH3:38])[NH2:31]. (6) The reactants are: [CH3:1][N:2]1[C:6]([NH2:7])=[C:5]([C:8]([F:11])([F:10])[F:9])[C:4]([C:12]([F:18])([F:17])[C:13]([F:16])([F:15])[F:14])=[N:3]1.C(N(CC)CC)C.[C:26]([C:28]1[CH:36]=[CH:35][C:31]([C:32](O)=[O:33])=[CH:30][C:29]=1[N+:37]([O-:39])=[O:38])#[N:27].O=C1N([ClH]P([ClH]N2CCOC2=O)=O)CCO1. Given the product [C:26]([C:28]1[CH:36]=[CH:35][C:31]([C:32]([NH:7][C:6]2[N:2]([CH3:1])[N:3]=[C:4]([C:12]([F:17])([F:18])[C:13]([F:15])([F:14])[F:16])[C:5]=2[C:8]([F:10])([F:9])[F:11])=[O:33])=[CH:30][C:29]=1[N+:37]([O-:39])=[O:38])#[N:27], predict the reactants needed to synthesize it. (7) Given the product [CH3:14][C:13]1[C:8]([C:6]([O:20][CH2:18][CH3:19])=[O:2])=[N:9][CH:10]=[C:11]([N+:15]([O-:17])=[O:16])[CH:12]=1, predict the reactants needed to synthesize it. The reactants are: S(=O)(=O)(O)[OH:2].[C:6]([C:8]1[C:13]([CH3:14])=[CH:12][C:11]([N+:15]([O-:17])=[O:16])=[CH:10][N:9]=1)#N.[CH2:18]([OH:20])[CH3:19].